This data is from NCI-60 drug combinations with 297,098 pairs across 59 cell lines. The task is: Regression. Given two drug SMILES strings and cell line genomic features, predict the synergy score measuring deviation from expected non-interaction effect. (1) Drug 1: CC1C(C(CC(O1)OC2CC(CC3=C2C(=C4C(=C3O)C(=O)C5=C(C4=O)C(=CC=C5)OC)O)(C(=O)CO)O)N)O.Cl. Drug 2: C1=NC2=C(N1)C(=S)N=CN2. Cell line: NCI-H226. Synergy scores: CSS=18.4, Synergy_ZIP=-6.17, Synergy_Bliss=-0.739, Synergy_Loewe=0.340, Synergy_HSA=1.91. (2) Drug 1: COC1=C(C=C2C(=C1)N=CN=C2NC3=CC(=C(C=C3)F)Cl)OCCCN4CCOCC4. Drug 2: CCC1(C2=C(COC1=O)C(=O)N3CC4=CC5=C(C=CC(=C5CN(C)C)O)N=C4C3=C2)O.Cl. Cell line: OVCAR-8. Synergy scores: CSS=43.8, Synergy_ZIP=-2.82, Synergy_Bliss=6.12, Synergy_Loewe=7.63, Synergy_HSA=10.6. (3) Drug 1: CC1CCC2CC(C(=CC=CC=CC(CC(C(=O)C(C(C(=CC(C(=O)CC(OC(=O)C3CCCCN3C(=O)C(=O)C1(O2)O)C(C)CC4CCC(C(C4)OC)O)C)C)O)OC)C)C)C)OC. Drug 2: CN(CC1=CN=C2C(=N1)C(=NC(=N2)N)N)C3=CC=C(C=C3)C(=O)NC(CCC(=O)O)C(=O)O. Cell line: SN12C. Synergy scores: CSS=5.51, Synergy_ZIP=-3.90, Synergy_Bliss=0.00879, Synergy_Loewe=-8.35, Synergy_HSA=1.09. (4) Drug 1: CC12CCC(CC1=CCC3C2CCC4(C3CC=C4C5=CN=CC=C5)C)O. Drug 2: C1C(C(OC1N2C=NC3=C2NC=NCC3O)CO)O. Cell line: KM12. Synergy scores: CSS=11.3, Synergy_ZIP=-5.71, Synergy_Bliss=0.911, Synergy_Loewe=-12.3, Synergy_HSA=-0.250. (5) Drug 1: C1=CN(C(=O)N=C1N)C2C(C(C(O2)CO)O)O.Cl. Drug 2: CS(=O)(=O)CCNCC1=CC=C(O1)C2=CC3=C(C=C2)N=CN=C3NC4=CC(=C(C=C4)OCC5=CC(=CC=C5)F)Cl. Cell line: SNB-19. Synergy scores: CSS=25.1, Synergy_ZIP=2.65, Synergy_Bliss=2.04, Synergy_Loewe=-16.7, Synergy_HSA=1.65. (6) Drug 1: CN1CCC(CC1)COC2=C(C=C3C(=C2)N=CN=C3NC4=C(C=C(C=C4)Br)F)OC. Drug 2: COC1=NC(=NC2=C1N=CN2C3C(C(C(O3)CO)O)O)N. Cell line: M14. Synergy scores: CSS=-8.02, Synergy_ZIP=4.54, Synergy_Bliss=2.03, Synergy_Loewe=-3.02, Synergy_HSA=-3.76. (7) Drug 1: CC1=CC=C(C=C1)C2=CC(=NN2C3=CC=C(C=C3)S(=O)(=O)N)C(F)(F)F. Drug 2: CC(C)NC(=O)C1=CC=C(C=C1)CNNC.Cl. Cell line: HT29. Synergy scores: CSS=-1.42, Synergy_ZIP=-0.885, Synergy_Bliss=-2.60, Synergy_Loewe=-3.12, Synergy_HSA=-3.70.